This data is from Peptide-MHC class I binding affinity with 185,985 pairs from IEDB/IMGT. The task is: Regression. Given a peptide amino acid sequence and an MHC pseudo amino acid sequence, predict their binding affinity value. This is MHC class I binding data. (1) The peptide sequence is ILCWGELMTL. The MHC is HLA-A02:02 with pseudo-sequence HLA-A02:02. The binding affinity (normalized) is 0.824. (2) The peptide sequence is DVSRPTTVM. The MHC is HLA-A02:03 with pseudo-sequence HLA-A02:03. The binding affinity (normalized) is 0.109. (3) The peptide sequence is NFEALEATK. The MHC is HLA-A31:01 with pseudo-sequence HLA-A31:01. The binding affinity (normalized) is 0.185. (4) The peptide sequence is DIVGGLFTY. The MHC is HLA-B15:09 with pseudo-sequence HLA-B15:09. The binding affinity (normalized) is 0.0847. (5) The peptide sequence is YMLKDSAPT. The MHC is HLA-A30:01 with pseudo-sequence HLA-A30:01. The binding affinity (normalized) is 0.0847.